From a dataset of Merck oncology drug combination screen with 23,052 pairs across 39 cell lines. Regression. Given two drug SMILES strings and cell line genomic features, predict the synergy score measuring deviation from expected non-interaction effect. (1) Drug 1: CC1(c2nc3c(C(N)=O)cccc3[nH]2)CCCN1. Synergy scores: synergy=-31.5. Cell line: UWB1289BRCA1. Drug 2: COC1=C2CC(C)CC(OC)C(O)C(C)C=C(C)C(OC(N)=O)C(OC)C=CC=C(C)C(=O)NC(=CC1=O)C2=O. (2) Drug 1: NC1CCCCC1N.O=C(O)C(=O)O.[Pt+2]. Drug 2: Cn1cc(-c2cnn3c(N)c(Br)c(C4CCCNC4)nc23)cn1. Cell line: SKMEL30. Synergy scores: synergy=25.2. (3) Cell line: DLD1. Synergy scores: synergy=12.9. Drug 1: CS(=O)(=O)CCNCc1ccc(-c2ccc3ncnc(Nc4ccc(OCc5cccc(F)c5)c(Cl)c4)c3c2)o1. Drug 2: O=C(O)C1(Cc2cccc(Nc3nccs3)n2)CCC(Oc2cccc(Cl)c2F)CC1. (4) Drug 1: Nc1ccn(C2OC(CO)C(O)C2(F)F)c(=O)n1. Drug 2: CS(=O)(=O)CCNCc1ccc(-c2ccc3ncnc(Nc4ccc(OCc5cccc(F)c5)c(Cl)c4)c3c2)o1. Cell line: SW620. Synergy scores: synergy=-2.72. (5) Drug 1: CC(=O)OC1C(=O)C2(C)C(O)CC3OCC3(OC(C)=O)C2C(OC(=O)c2ccccc2)C2(O)CC(OC(=O)C(O)C(NC(=O)c3ccccc3)c3ccccc3)C(C)=C1C2(C)C. Drug 2: COC1CC2CCC(C)C(O)(O2)C(=O)C(=O)N2CCCCC2C(=O)OC(C(C)CC2CCC(OP(C)(C)=O)C(OC)C2)CC(=O)C(C)C=C(C)C(O)C(OC)C(=O)C(C)CC(C)C=CC=CC=C1C. Cell line: OCUBM. Synergy scores: synergy=-3.29. (6) Drug 1: Cn1nnc2c(C(N)=O)ncn2c1=O. Drug 2: COC1CC2CCC(C)C(O)(O2)C(=O)C(=O)N2CCCCC2C(=O)OC(C(C)CC2CCC(OP(C)(C)=O)C(OC)C2)CC(=O)C(C)C=C(C)C(O)C(OC)C(=O)C(C)CC(C)C=CC=CC=C1C. Cell line: MSTO. Synergy scores: synergy=67.7.